The task is: Predict hERG channel inhibition at various concentrations.. This data is from hERG Central: cardiac toxicity at 1µM, 10µM, and general inhibition. (1) The compound is Cl.O=C(CCN1CCN(C/C=C/c2ccccc2)CC1)Nc1ccccc1Cl. Results: hERG_inhib (hERG inhibition (general)): blocker. (2) The compound is O=C(CSc1nnc(-c2ccco2)n1Cc1ccccc1)NCc1ccccc1. Results: hERG_inhib (hERG inhibition (general)): blocker. (3) The compound is c1cncc(-c2cn(C[C@H]3CC[C@@H]([C@@H]4CC[C@H](Cn5cc(-c6cccnc6)nn5)O4)O3)nn2)c1. Results: hERG_inhib (hERG inhibition (general)): blocker.